This data is from Full USPTO retrosynthesis dataset with 1.9M reactions from patents (1976-2016). The task is: Predict the reactants needed to synthesize the given product. Given the product [CH2:25]([O:15][C:3]1[CH:4]=[C:5]([C:11]([O:45][CH3:44])=[O:12])[CH:6]=[C:7]([CH:2]=1)[C:8]([O:10][CH3:16])=[O:9])[CH2:26][CH2:27][CH2:28][CH2:29][CH2:30][CH2:31][CH2:32][CH2:33][CH2:34][CH2:35][CH2:36][CH2:37][CH2:38][CH2:39][CH3:40], predict the reactants needed to synthesize it. The reactants are: C[C:2]1[C:7]([C:8]([OH:10])=[O:9])=[CH:6][C:5]([C:11](O)=[O:12])=[C:4](C)[C:3]=1[OH:15].[C:16](=O)([O-])[O-].[K+].[K+].[I-].[K+].Br[CH2:25][CH2:26][CH2:27][CH2:28][CH2:29][CH2:30][CH2:31][CH2:32][CH2:33][CH2:34][CH2:35][CH2:36][CH2:37][CH2:38][CH2:39][CH3:40].CN([CH:44]=[O:45])C.